From a dataset of Peptide-MHC class I binding affinity with 185,985 pairs from IEDB/IMGT. Regression. Given a peptide amino acid sequence and an MHC pseudo amino acid sequence, predict their binding affinity value. This is MHC class I binding data. (1) The peptide sequence is ISLLFLLL. The MHC is H-2-Kb with pseudo-sequence H-2-Kb. The binding affinity (normalized) is 0.893. (2) The peptide sequence is RTYSLLNRK. The MHC is HLA-B39:01 with pseudo-sequence HLA-B39:01. The binding affinity (normalized) is 0.0847. (3) The peptide sequence is TKEYKNVEI. The MHC is HLA-B27:05 with pseudo-sequence HLA-B27:05. The binding affinity (normalized) is 0. (4) The peptide sequence is GLSFLNPEK. The MHC is HLA-A02:19 with pseudo-sequence HLA-A02:19. The binding affinity (normalized) is 0.0847. (5) The peptide sequence is ALTLNTMTK. The binding affinity (normalized) is 0.0847. The MHC is HLA-A02:01 with pseudo-sequence HLA-A02:01. (6) The peptide sequence is KTTKSWLQK. The MHC is HLA-B51:01 with pseudo-sequence HLA-B51:01. The binding affinity (normalized) is 0.0847. (7) The peptide sequence is ILAALFMYY. The MHC is HLA-A02:01 with pseudo-sequence HLA-A02:01. The binding affinity (normalized) is 0.0726. (8) The binding affinity (normalized) is 0.294. The MHC is HLA-A24:03 with pseudo-sequence HLA-A24:03. The peptide sequence is KMVGTVQRV. (9) The peptide sequence is IVYGRSNAIL. The MHC is HLA-A02:06 with pseudo-sequence HLA-A02:06. The binding affinity (normalized) is 0.441. (10) The peptide sequence is SELVIGAVII. The MHC is HLA-B40:01 with pseudo-sequence HLA-B40:01. The binding affinity (normalized) is 0.397.